From a dataset of Full USPTO retrosynthesis dataset with 1.9M reactions from patents (1976-2016). Predict the reactants needed to synthesize the given product. Given the product [F:17][C:18]1[CH:19]=[CH:20][C:21]([N:24]2[CH2:29][CH2:28][N:27]([CH2:2][C:3]3[CH:8]=[CH:7][C:6]([C@H:9]([NH:11][C:12](=[O:14])[CH3:13])[CH3:10])=[CH:5][CH:4]=3)[CH2:26][CH2:25]2)=[CH:22][CH:23]=1, predict the reactants needed to synthesize it. The reactants are: Cl[CH2:2][C:3]1[CH:8]=[CH:7][C:6]([C@H:9]([NH:11][C:12](=[O:14])[CH3:13])[CH3:10])=[CH:5][CH:4]=1.Cl.Cl.[F:17][C:18]1[CH:23]=[CH:22][C:21]([N:24]2[CH2:29][CH2:28][NH:27][CH2:26][CH2:25]2)=[CH:20][CH:19]=1.